Dataset: Forward reaction prediction with 1.9M reactions from USPTO patents (1976-2016). Task: Predict the product of the given reaction. (1) Given the reactants [Br:1]Br.[CH3:3][C:4]1[C:13]2[C:8](=[CH:9][CH:10]=[CH:11][CH:12]=2)[C:7]([C:14]2[C:15]3[C:20]([CH:21]=[C:22]4[C:27]=2[CH:26]=[CH:25][CH:24]=[CH:23]4)=[CH:19][CH:18]=[CH:17][CH:16]=3)=[CH:6][CH:5]=1, predict the reaction product. The product is: [Br:1][C:21]1[C:22]2[C:27]([C:14]([C:7]3[C:8]4[C:13](=[CH:12][CH:11]=[CH:10][CH:9]=4)[C:4]([CH3:3])=[CH:5][CH:6]=3)=[C:15]3[C:20]=1[CH:19]=[CH:18][CH:17]=[CH:16]3)=[CH:26][CH:25]=[CH:24][CH:23]=2. (2) Given the reactants Cl[C:2]1[CH:3]=[CH:4][C:5]2[N:11]3[CH2:12][C@H:8]([CH2:9][CH2:10]3)[NH:7][C:6]=2[N:13]=1.[C:14]([N:21]1[CH2:27][CH2:26][CH2:25][NH:24][CH2:23][CH2:22]1)([O:16][C:17]([CH3:20])([CH3:19])[CH3:18])=[O:15].CC(C)([O-])C.[K+].O, predict the reaction product. The product is: [N:11]12[CH2:12][C@H:8]([CH2:9][CH2:10]1)[NH:7][C:6]1[N:13]=[C:2]([N:24]3[CH2:25][CH2:26][CH2:27][N:21]([C:14]([O:16][C:17]([CH3:20])([CH3:19])[CH3:18])=[O:15])[CH2:22][CH2:23]3)[CH:3]=[CH:4][C:5]2=1. (3) The product is: [CH3:1][S:2][C:3]1[CH:4]=[CH:5][C:6]2[O:11][CH:25]([C:24]([F:23])([F:33])[F:32])[C:26]([C:27]([O:29][CH2:30][CH3:31])=[O:28])=[CH:8][C:7]=2[CH:10]=1. Given the reactants [CH3:1][S:2][C:3]1[CH:10]=[C:7]([CH:8]=O)[C:6]([OH:11])=[CH:5][CH:4]=1.CN(C)C=O.C(=O)([O-])[O-].[K+].[K+].[F:23][C:24]([F:33])([F:32])/[CH:25]=[CH:26]/[C:27]([O:29][CH2:30][CH3:31])=[O:28], predict the reaction product. (4) Given the reactants [CH3:1][O:2][C:3]([C:5]1([NH:29][C:30]2[CH:35]=[CH:34][CH:33]=[C:32]([N+:36]([O-])=O)[CH:31]=2)[CH2:10][CH2:9][N:8]([CH2:11][CH:12]([C:23]2[CH:28]=[CH:27][CH:26]=[CH:25][CH:24]=2)[C:13]([O:15][CH2:16][C:17]2[CH:22]=[CH:21][CH:20]=[CH:19][CH:18]=2)=[O:14])[CH2:7][CH2:6]1)=[O:4].[Cl-].[Ca+2].[Cl-].C(N(CC)CC)C.[C:49](O[C:49]([O:51][C:52]([CH3:55])([CH3:54])[CH3:53])=[O:50])([O:51][C:52]([CH3:55])([CH3:54])[CH3:53])=[O:50], predict the reaction product. The product is: [C:52]([O:51][C:49]([NH:36][C:32]1[CH:31]=[C:30]([NH:29][C:5]2([C:3]([O:2][CH3:1])=[O:4])[CH2:10][CH2:9][N:8]([CH2:11][CH:12]([C:23]3[CH:28]=[CH:27][CH:26]=[CH:25][CH:24]=3)[C:13]([O:15][CH2:16][C:17]3[CH:22]=[CH:21][CH:20]=[CH:19][CH:18]=3)=[O:14])[CH2:7][CH2:6]2)[CH:35]=[CH:34][CH:33]=1)=[O:50])([CH3:55])([CH3:54])[CH3:53]. (5) Given the reactants [Cl:1][C:2]1[CH:7]=[C:6]([O:8][CH3:9])[CH:5]=[CH:4][C:3]=1[C:10]1[CH:15]=[CH:14][N:13]=[C:12](OS(C(F)(F)F)(=O)=O)[C:11]=1[N+:24]([O-:26])=[O:25].Cl.[CH:28]1([CH:31]([NH2:34])[CH2:32][CH3:33])[CH2:30][CH2:29]1, predict the reaction product. The product is: [Cl:1][C:2]1[CH:7]=[C:6]([O:8][CH3:9])[CH:5]=[CH:4][C:3]=1[C:10]1[CH:15]=[CH:14][N:13]=[C:12]([NH:34][CH:31]([CH:28]2[CH2:30][CH2:29]2)[CH2:32][CH3:33])[C:11]=1[N+:24]([O-:26])=[O:25]. (6) Given the reactants [CH3:1][C@@H:2]([CH2:9][CH3:10])[CH2:3][C:4]1[S:5][CH:6]=[CH:7][CH:8]=1.[Li]CCCC.[CH3:16][Sn:17](Cl)([CH3:19])[CH3:18], predict the reaction product. The product is: [CH3:1][C@@H:2]([CH2:9][CH3:10])[CH2:3][C:4]1[S:5][C:6]([Sn:17]([CH3:19])([CH3:18])[CH3:16])=[CH:7][CH:8]=1.